Dataset: Forward reaction prediction with 1.9M reactions from USPTO patents (1976-2016). Task: Predict the product of the given reaction. (1) Given the reactants [CH3:1][N:2]1[C:6]([C:7]2[NH:11][C:10]3[CH:12]=[CH:13][CH:14]=[CH:15][C:9]=3[N:8]=2)=[CH:5][CH:4]=[N:3]1.Cl[C:17]1[N:25]=[C:24]2[C:20]([N:21]=[C:22]([CH2:27][N:28]3[CH2:33][CH2:32][CH:31]([C:34]([OH:37])([CH3:36])[CH3:35])[CH2:30][CH2:29]3)[N:23]2[CH3:26])=[C:19]([N:38]2[CH2:43][CH2:42][O:41][CH2:40][CH2:39]2)[N:18]=1, predict the reaction product. The product is: [CH3:26][N:23]1[C:22]([CH2:27][N:28]2[CH2:33][CH2:32][CH:31]([C:34]([OH:37])([CH3:36])[CH3:35])[CH2:30][CH2:29]2)=[N:21][C:20]2[C:24]1=[N:25][C:17]([N:11]1[C:10]3[CH:12]=[CH:13][CH:14]=[CH:15][C:9]=3[N:8]=[C:7]1[C:6]1[N:2]([CH3:1])[N:3]=[CH:4][CH:5]=1)=[N:18][C:19]=2[N:38]1[CH2:39][CH2:40][O:41][CH2:42][CH2:43]1. (2) The product is: [Br:1][C:2]1[CH:9]=[CH:8][C:5]([CH2:6][Br:18])=[CH:4][C:3]=1[O:10][CH:11]1[CH2:16][CH2:15][CH2:14][CH2:13][O:12]1. Given the reactants [Br:1][C:2]1[CH:9]=[CH:8][C:5]([CH2:6]O)=[CH:4][C:3]=1[O:10][CH:11]1[CH2:16][CH2:15][CH2:14][CH2:13][O:12]1.C(Br)(Br)(Br)[Br:18].N1C=CC=CC=1.C1(P(C2C=CC=CC=2)C2C=CC=CC=2)C=CC=CC=1, predict the reaction product. (3) Given the reactants Cl[C:2]1[C:11]2[C:6](=[CH:7][CH:8]=[C:9]([Cl:12])[CH:10]=2)[N:5]=[CH:4][C:3]=1[C:13]([O:15][CH2:16][CH3:17])=[O:14].[BH4-].[Na+], predict the reaction product. The product is: [Cl:12][C:9]1[CH:10]=[C:11]2[C:6](=[CH:7][CH:8]=1)[N:5]=[CH:4][C:3]([C:13]([O:15][CH2:16][CH3:17])=[O:14])=[CH:2]2. (4) Given the reactants [F:1][C:2]1[CH:7]=[C:6]([F:8])[CH:5]=[CH:4][C:3]=1I.Br[C:11]([F:18])([F:17])[C:12]([O:14][CH2:15][CH3:16])=[O:13].[Cl-].[NH4+], predict the reaction product. The product is: [F:1][C:2]1[CH:7]=[C:6]([F:8])[CH:5]=[CH:4][C:3]=1[C:11]([F:18])([F:17])[C:12]([O:14][CH2:15][CH3:16])=[O:13]. (5) The product is: [C:16]([Si:20]([CH3:50])([CH3:49])[O:21][CH:22]([C:45]([CH3:48])([CH3:47])[CH3:46])[CH2:23][CH2:24][C:25]1[CH:30]=[CH:29][C:28]([C:31]([C:36]2[CH:41]=[CH:40][C:39]([O:6][S:3]([C:2]([F:15])([F:14])[F:1])(=[O:5])=[O:4])=[C:38]([CH3:43])[CH:37]=2)([CH2:32][CH3:33])[CH2:34][CH3:35])=[CH:27][C:26]=1[CH3:44])([CH3:17])([CH3:19])[CH3:18]. Given the reactants [F:1][C:2]([F:15])([F:14])[S:3]([O:6]S(C(F)(F)F)(=O)=O)(=[O:5])=[O:4].[C:16]([Si:20]([CH3:50])([CH3:49])[O:21][CH:22]([C:45]([CH3:48])([CH3:47])[CH3:46])[CH2:23][CH2:24][C:25]1[CH:30]=[CH:29][C:28]([C:31]([C:36]2[CH:41]=[CH:40][C:39](O)=[C:38]([CH3:43])[CH:37]=2)([CH2:34][CH3:35])[CH2:32][CH3:33])=[CH:27][C:26]=1[CH3:44])([CH3:19])([CH3:18])[CH3:17].N1C=CC=CC=1.[Cl-].[NH4+], predict the reaction product. (6) Given the reactants F[C:2]1[CH:9]=[CH:8][C:5]([CH:6]=[O:7])=[CH:4][C:3]=1[N+:10]([O-:12])=[O:11].CCN(C(C)C)C(C)C.[NH2:22][CH2:23][CH:24]1[CH2:28][CH2:27][CH2:26][N:25]1[C:29]([O:31][C:32]([CH3:35])([CH3:34])[CH3:33])=[O:30], predict the reaction product. The product is: [CH:6]([C:5]1[CH:8]=[CH:9][C:2]([NH:22][CH2:23][CH:24]2[CH2:28][CH2:27][CH2:26][N:25]2[C:29]([O:31][C:32]([CH3:35])([CH3:34])[CH3:33])=[O:30])=[C:3]([N+:10]([O-:12])=[O:11])[CH:4]=1)=[O:7]. (7) Given the reactants [Cl:1][C:2]1[CH:7]=[C:6]([Cl:8])[CH:5]=[CH:4][N:3]=1.C([N-]C(C)C)(C)C.[Li+].[CH:17](N1CCCCC1)=[O:18].C(O)(=O)C, predict the reaction product. The product is: [Cl:1][C:2]1[C:7]([CH:17]=[O:18])=[C:6]([Cl:8])[CH:5]=[CH:4][N:3]=1.